This data is from Peptide-MHC class I binding affinity with 185,985 pairs from IEDB/IMGT. The task is: Regression. Given a peptide amino acid sequence and an MHC pseudo amino acid sequence, predict their binding affinity value. This is MHC class I binding data. (1) The peptide sequence is GTEELKSLY. The MHC is HLA-A30:01 with pseudo-sequence HLA-A30:01. The binding affinity (normalized) is 0.0847. (2) The peptide sequence is QMRDVLGTF. The MHC is HLA-A31:01 with pseudo-sequence HLA-A31:01. The binding affinity (normalized) is 0.0847. (3) The peptide sequence is CFMYSDFHF. The MHC is HLA-A68:02 with pseudo-sequence HLA-A68:02. The binding affinity (normalized) is 0.506.